This data is from Peptide-MHC class I binding affinity with 185,985 pairs from IEDB/IMGT. The task is: Regression. Given a peptide amino acid sequence and an MHC pseudo amino acid sequence, predict their binding affinity value. This is MHC class I binding data. (1) The peptide sequence is SAVPSAEQAA. The MHC is H-2-Kd with pseudo-sequence H-2-Kd. The binding affinity (normalized) is 0. (2) The peptide sequence is YATVAGHEG. The MHC is HLA-A69:01 with pseudo-sequence HLA-A69:01. The binding affinity (normalized) is 0.0847. (3) The peptide sequence is GAGDFSHGW. The MHC is HLA-B58:01 with pseudo-sequence HLA-B58:01. The binding affinity (normalized) is 0.703. (4) The peptide sequence is IESNPLFPV. The MHC is HLA-B58:01 with pseudo-sequence HLA-B58:01. The binding affinity (normalized) is 0.213.